Dataset: Reaction yield outcomes from USPTO patents with 853,638 reactions. Task: Predict the reaction yield, written as a fraction of the theoretical maximum amount of product (1.0 means a 100% yield; for example, 0.34 means a 34% yield). The reactants are C(O)(C(F)(F)F)=O.[Cl:8][C:9]1[CH:14]=[CH:13][C:12]([CH:15]([NH:22][C:23]([C:25]2([NH:40]C(=O)OC(C)(C)C)[CH2:30][CH2:29][N:28]([C:31]3[C:32]4[CH:39]=[CH:38][NH:37][C:33]=4[N:34]=[CH:35][N:36]=3)[CH2:27][CH2:26]2)=[O:24])[CH2:16][C:17]2[S:18][CH:19]=[CH:20][N:21]=2)=[CH:11][CH:10]=1. The catalyst is ClCCl. The product is [NH2:40][C:25]1([C:23]([NH:22][CH:15]([C:12]2[CH:11]=[CH:10][C:9]([Cl:8])=[CH:14][CH:13]=2)[CH2:16][C:17]2[S:18][CH:19]=[CH:20][N:21]=2)=[O:24])[CH2:26][CH2:27][N:28]([C:31]2[C:32]3[CH:39]=[CH:38][NH:37][C:33]=3[N:34]=[CH:35][N:36]=2)[CH2:29][CH2:30]1. The yield is 0.568.